From a dataset of B-cell epitopes from IEDB database with 3,159 antigens for binding position prediction. Token-level Classification. Given an antigen amino acid sequence, predict which amino acid positions are active epitope sites capable of antibody binding. Output is a list of indices for active positions. (1) Given the antigen sequence: MLPGLALLLLAAWTARALEVPTDGNAGLLAEPQIAMFCGRLNMHMNVQNGKWDSDPSGTKTCIDTKEGILQYCQEVYPELQITNVVEANQPVTIQNWCKRGRKQCKTHPHFVIPYRCLVGEFVSDALLVPDKCKFLHQERMDVCETHLHWHTVAKETCSEKSTNLHDYGMLLPCGIDKFRGVEFVCCPLAEESDNVDSADAEEDDSDVWWGGADTDYADGSEDKVVEVAEEEEVAEVEEEEADDDEDDEDGDEVEEEAEEPYEEATERTTSIATTTTTTTESVEEVVREVCSEQAETGPCRAMISRWYFDVTEGKCAPFFYGGCGGNRNNFDTEEYCMAVCGSAMSQSLLKTTQEPLARDPVKLPTTAASTPDAVDKYLETPGDENEHAHFQKAKERLEAKHRERMSQVMREWEEAERQAKNLPKADKKAVIQHFQEKVESLEQEAANERQQLVETHMARVEAMLNDRRRLALENYITALQAVPPRPRHVFNMLKKYVRA..., which amino acid positions are active epitope sites? The epitope positions are: [680, 681, 682, 683, 684, 685, 686, 687, 688, 689]. The amino acids at these positions are: YEVHHQKLVF. (2) Given the antigen sequence: MWRVCARRAQNVAPWAGLEARWTALQEVPGTPRVTSRSGPAPARRNSVTTGYGGVRALCGWTPSSGATPRNRLLLQLLGSPGRRYYSLPPHQKVPLPSLSPTMQAGTIARWEKKEGDKINEGDLIAEVETDKATVGFESLEECYMAKILVAEGTRDVPIGAIICITVGKPEDIEAFKNYTLDSSAAPTPQAAPAPTPAATASPPTPSAQAPGSSYPPHMQVLLPALSPTMTMGTVQRWEKKVGEKLSEGDLLAEIETDKATIGFEVQEEGYLAKILVPEGTRDVPLGTPLCIIVEKEADISAFADYRPTEVTDLKPQAPPPTPPPVAAVPPTPQPLAPTPSAPCPATPAGPKGRVFVSPLAKKLAVEKGIDLTQVKGTGPDGRITKKDIDSFVPSKVAPAPAAVVPPTGPGMAPVPTGVFTDIPISNIRRVIAQRLMQSKQTIPHYYLSIDVNMGEVLLVRKELNKILEGRSKISVNDFIIKASALACLKVPEANSSWMD..., which amino acid positions are active epitope sites? The epitope positions are: [96, 97, 98, 99, 100, 101, 102, 103, 104, 105, 106, 107, 108, 109, 110, 111, 112, 113, 114, 115... (30 total positions)]. The amino acids at these positions are: PSLSPTMQAGTIARWEKKEGDKINEGDLIA. (3) Given the antigen sequence: MKKTLAALIVGAFAASAANAAVVYNNEGTNVELGGRLSIITEQSNSTVDDQEQQHGALRNAGSRFHIKATHNFGDGFYAQGYLETRLVSDYPESSSDHFGGITTKYAYVTLGNKAFGEVKLGRAKTIADGITSAEDKEYGVLNNKKYIPTNGNTVGYTYKGIDGLDGLVLGANYLLAQSRVPGGPSPFPRKQGEVYPQQISNGVQVGAKYDANNIIAGIAFGRTNYKTAGADFDPYGDFGLGRKEQVEGVLSTLGYRFSDLGLLVSLDSGYAKTKYYTTTDSSSDSQTITNPAYDEKRSFVSPGFQYELMEDTNVYGNFKYERTSVNQGKNTREQAVLFGVDHKLHKQVLTYIEGAYARTKTNDKGKTEKTGKEKSVGVGLRVYF, which amino acid positions are active epitope sites? The epitope positions are: [279, 280, 281, 282, 283, 284, 285, 286, 287, 288, 289, 290]. The amino acids at these positions are: TDSSSDSQTITN.